Dataset: Forward reaction prediction with 1.9M reactions from USPTO patents (1976-2016). Task: Predict the product of the given reaction. Given the reactants Cl[C:2]1[CH:7]=[C:6]([Cl:8])[N:5]=[C:4]([S:9][CH3:10])[N:3]=1.[CH:11]([N:14](C(C)C)[CH2:15]C)(C)C.CNC.O, predict the reaction product. The product is: [Cl:8][C:6]1[N:5]=[C:4]([S:9][CH3:10])[N:3]=[C:2]([N:14]([CH3:15])[CH3:11])[CH:7]=1.